Dataset: Full USPTO retrosynthesis dataset with 1.9M reactions from patents (1976-2016). Task: Predict the reactants needed to synthesize the given product. (1) Given the product [Br:1][C:2]1[CH:7]=[CH:6][C:5]2[C:8]3[CH2:9][N:10]([C:27]([O:26][C:23]([CH3:25])([CH3:24])[CH3:22])=[O:28])[C@H:11]([CH3:15])[CH2:12][C:13]=3[O:14][C:4]=2[CH:3]=1, predict the reactants needed to synthesize it. The reactants are: [Br:1][C:2]1[CH:7]=[CH:6][C:5]2[C:8]3[CH2:9][NH:10][C@H:11]([CH3:15])[CH2:12][C:13]=3[O:14][C:4]=2[CH:3]=1.C([O-])([O-])=O.[K+].[K+].[CH3:22][C:23]([O:26][C:27](O[C:27]([O:26][C:23]([CH3:25])([CH3:24])[CH3:22])=[O:28])=[O:28])([CH3:25])[CH3:24]. (2) Given the product [CH2:15]([N:10]1[C:9]2[CH:8]=[C:7]([C:22]([O:24][CH2:25][CH3:26])=[O:23])[CH:6]=[C:5]([OH:4])[C:13]=2[N:12]=[C:11]1[CH3:14])[C:16]1[CH:17]=[CH:18][CH:19]=[CH:20][CH:21]=1, predict the reactants needed to synthesize it. The reactants are: C([O:4][C:5]1[C:13]2[N:12]=[C:11]([CH3:14])[N:10]([CH2:15][C:16]3[CH:21]=[CH:20][CH:19]=[CH:18][CH:17]=3)[C:9]=2[CH:8]=[C:7]([C:22]([O:24][CH2:25][CH3:26])=[O:23])[CH:6]=1)(=O)C.C(=O)([O-])[O-].[K+].[K+]. (3) Given the product [NH:7]1[C:11]2[CH:12]=[CH:13][CH:14]=[CH:15][C:10]=2[N:9]=[C:8]1[O:16][C:17]1[CH:22]=[CH:21][C:20]([C:23]2[C:24]3[N:34]=[CH:33][CH:32]=[CH:31][C:25]=3[N:26]3[C:30]=2[CH2:29][CH2:28][CH2:27]3)=[CH:19][CH:18]=1, predict the reactants needed to synthesize it. The reactants are: C[Si](C)(C)CCOC[N:7]1[C:11]2[CH:12]=[CH:13][CH:14]=[CH:15][C:10]=2[N:9]=[C:8]1[O:16][C:17]1[CH:22]=[CH:21][C:20]([C:23]2[C:24]3[N:34]=[CH:33][CH:32]=[CH:31][C:25]=3[N:26]3[C:30]=2[CH2:29][CH2:28][CH2:27]3)=[CH:19][CH:18]=1.Cl.C([O-])(O)=O.[Na+].